This data is from Reaction yield outcomes from USPTO patents with 853,638 reactions. The task is: Predict the reaction yield, written as a fraction of the theoretical maximum amount of product (1.0 means a 100% yield; for example, 0.34 means a 34% yield). (1) The reactants are [O:1]([CH2:8][CH2:9][C:10]([OH:12])=[O:11])[C:2]1[CH:7]=[CH:6][CH:5]=[CH:4][CH:3]=1.[CH3:13]O. The catalyst is OS(O)(=O)=O. The product is [O:1]([CH2:8][CH2:9][C:10]([O:12][CH3:13])=[O:11])[C:2]1[CH:7]=[CH:6][CH:5]=[CH:4][CH:3]=1. The yield is 0.925. (2) The reactants are C(OC(=O)[CH2:5][N:6]([CH2:29][C:30]1[CH:35]=[CH:34][CH:33]=[CH:32][CH:31]=1)[C:7](=[O:28])[CH:8]([NH:20][C:21](OC(C)(C)C)=[O:22])[CH2:9][C:10]1[CH:15]=[CH:14][C:13]([C:16]([F:19])([F:18])[F:17])=[CH:12][CH:11]=1)C. The catalyst is C(Cl)Cl.Cl.O1CCOCC1.ClC(Cl)C. The product is [CH2:29]([N:6]1[CH2:5][C:21](=[O:22])[NH:20][C@H:8]([CH2:9][C:10]2[CH:15]=[CH:14][C:13]([C:16]([F:19])([F:18])[F:17])=[CH:12][CH:11]=2)[C:7]1=[O:28])[C:30]1[CH:31]=[CH:32][CH:33]=[CH:34][CH:35]=1. The yield is 0.950. (3) The reactants are [C:1]([C:5]1[C:6]([OH:13])=[C:7]([CH:10]=[CH:11][CH:12]=1)[CH:8]=[O:9])([CH3:4])([CH3:3])[CH3:2].[N+:14]([O-])([OH:16])=[O:15]. The catalyst is C(O)(=O)C. The product is [C:1]([C:5]1[C:6]([OH:13])=[C:7]([CH:10]=[C:11]([N+:14]([O-:16])=[O:15])[CH:12]=1)[CH:8]=[O:9])([CH3:4])([CH3:2])[CH3:3]. The yield is 0.640. (4) The reactants are Br[C:2]1[CH:11]=[CH:10][C:5]([C:6]([O:8][CH3:9])=[O:7])=[C:4]([F:12])[CH:3]=1.C(N(CC)CC)C.[CH2:20]([O:22][C:23]1[CH:28]=[CH:27][C:26]([C:29]#[CH:30])=[CH:25][CH:24]=1)[CH3:21]. The catalyst is C1COCC1.C(OCC)(=O)C.[Cu]I.Cl[Pd](Cl)([P](C1C=CC=CC=1)(C1C=CC=CC=1)C1C=CC=CC=1)[P](C1C=CC=CC=1)(C1C=CC=CC=1)C1C=CC=CC=1. The yield is 0.840. The product is [CH2:20]([O:22][C:23]1[CH:28]=[CH:27][C:26]([C:29]#[C:30][C:2]2[CH:11]=[CH:10][C:5]([C:6]([O:8][CH3:9])=[O:7])=[C:4]([F:12])[CH:3]=2)=[CH:25][CH:24]=1)[CH3:21]. (5) The reactants are [NH2:1][C:2]1[C:7]2=[C:8](Br)[CH:9]=[C:10]([CH:11]3[O:16][CH2:15][CH:14]4[CH2:17][N:18](C(OC(C)(C)C)=O)[CH2:19][CH2:20][N:13]4[CH2:12]3)[N:6]2[N:5]=[CH:4][N:3]=1.[CH2:29]([N:36]1[C:44]([CH3:45])=[C:43]2[C:38]([CH:39]=[C:40](B3OC(C)(C)C(C)(C)O3)[CH:41]=[CH:42]2)=[N:37]1)[C:30]1[CH:35]=[CH:34][CH:33]=[CH:32][CH:31]=1.C([O-])([O-])=O.[K+].[K+].O. The catalyst is O1CCOCC1.CN(C=O)C.C1C=CC([P]([Pd]([P](C2C=CC=CC=2)(C2C=CC=CC=2)C2C=CC=CC=2)([P](C2C=CC=CC=2)(C2C=CC=CC=2)C2C=CC=CC=2)[P](C2C=CC=CC=2)(C2C=CC=CC=2)C2C=CC=CC=2)(C2C=CC=CC=2)C2C=CC=CC=2)=CC=1. The product is [CH2:29]([N:36]1[C:44]([CH3:45])=[C:43]2[C:38]([CH:39]=[C:40]([C:8]3[CH:9]=[C:10]([CH:11]4[O:16][CH2:15][CH:14]5[CH2:17][NH:18][CH2:19][CH2:20][N:13]5[CH2:12]4)[N:6]4[C:7]=3[C:2]([NH2:1])=[N:3][CH:4]=[N:5]4)[CH:41]=[CH:42]2)=[N:37]1)[C:30]1[CH:35]=[CH:34][CH:33]=[CH:32][CH:31]=1. The yield is 0.420. (6) The reactants are [CH3:1][O:2][C:3]1[CH:30]=[CH:29][C:6]([CH2:7][N:8]2[C:12]3[N:13]=[C:14]4[CH2:21][NH:20][CH2:19][CH2:18][N:15]4[C:16](=[O:17])[C:11]=3[C:10]([NH:22][C:23]3[CH:28]=[CH:27][CH:26]=[CH:25][CH:24]=3)=[N:9]2)=[CH:5][CH:4]=1.C=O.[C:33](O[BH-](OC(=O)C)OC(=O)C)(=O)C.[Na+]. The catalyst is ClCCl. The product is [CH3:1][O:2][C:3]1[CH:4]=[CH:5][C:6]([CH2:7][N:8]2[C:12]3[N:13]=[C:14]4[CH2:21][N:20]([CH3:33])[CH2:19][CH2:18][N:15]4[C:16](=[O:17])[C:11]=3[C:10]([NH:22][C:23]3[CH:28]=[CH:27][CH:26]=[CH:25][CH:24]=3)=[N:9]2)=[CH:29][CH:30]=1. The yield is 0.390. (7) The reactants are [N:1]1[C:8]([Cl:9])=[N:7][C:5](Cl)=[N:4][C:2]=1[Cl:3].[CH3:10][CH:11]1[CH2:16][O:15][CH2:14][CH:13]([CH3:17])[NH:12]1. No catalyst specified. The product is [Cl:9][C:8]1[N:1]=[C:2]([Cl:3])[N:4]=[C:5]([N:12]2[CH:13]([CH3:17])[CH2:14][O:15][CH2:16][CH:11]2[CH3:10])[N:7]=1. The yield is 0.350. (8) The reactants are [Cl-].O[NH3+:3].[C:4](=[O:7])([O-])[OH:5].[Na+].CS(C)=O.[CH2:13]([C:17]1[N:18]=[C:19]([CH3:46])[N:20]([CH2:39][C:40]2[S:41][C:42]([Cl:45])=[CH:43][CH:44]=2)[C:21](=[O:38])[C:22]=1[CH2:23][C:24]1[CH:29]=[CH:28][C:27]([C:30]2[C:31]([C:36]#[N:37])=[CH:32][CH:33]=[CH:34][CH:35]=2)=[CH:26][CH:25]=1)[CH2:14][CH2:15][CH3:16]. The catalyst is C(OCC)(=O)C. The product is [CH2:13]([C:17]1[N:18]=[C:19]([CH3:46])[N:20]([CH2:39][C:40]2[S:41][C:42]([Cl:45])=[CH:43][CH:44]=2)[C:21](=[O:38])[C:22]=1[CH2:23][C:24]1[CH:25]=[CH:26][C:27]([C:30]2[CH:35]=[CH:34][CH:33]=[CH:32][C:31]=2[C:36]2[NH:3][C:4](=[O:7])[O:5][N:37]=2)=[CH:28][CH:29]=1)[CH2:14][CH2:15][CH3:16]. The yield is 0.450. (9) The reactants are [CH3:1][N:2]([C:10]1[N:15]=[CH:14][C:13]([C:16]2[CH:21]=[C:20]([O:22][C:23]3[CH:24]=[N:25][C:26]([N+:29]([O-])=O)=[CH:27][CH:28]=3)[CH:19]=[CH:18][N:17]=2)=[CH:12][CH:11]=1)[C:3](=[O:9])[O:4][C:5]([CH3:8])([CH3:7])[CH3:6]. The catalyst is CCOC(C)=O.[Pd]. The product is [NH2:29][C:26]1[N:25]=[CH:24][C:23]([O:22][C:20]2[CH:19]=[CH:18][N:17]=[C:16]([C:13]3[CH:14]=[N:15][C:10]([N:2]([CH3:1])[C:3](=[O:9])[O:4][C:5]([CH3:6])([CH3:7])[CH3:8])=[CH:11][CH:12]=3)[CH:21]=2)=[CH:28][CH:27]=1. The yield is 0.870. (10) The reactants are [CH3:1][C:2]([CH3:8])([C:6]#[CH:7])[C:3]([OH:5])=[O:4].[CH2:9](O)[C:10]1[CH:15]=[CH:14][CH:13]=[CH:12][CH:11]=1.C1CCC(N=C=NC2CCCCC2)CC1. The catalyst is ClCCl. The yield is 0.590. The product is [CH3:1][C:2]([CH3:8])([C:6]#[CH:7])[C:3]([O:5][CH2:9][C:10]1[CH:15]=[CH:14][CH:13]=[CH:12][CH:11]=1)=[O:4].